This data is from Forward reaction prediction with 1.9M reactions from USPTO patents (1976-2016). The task is: Predict the product of the given reaction. Given the reactants [CH2:1]([Li])[CH2:2][CH2:3][CH3:4], predict the reaction product. The product is: [CH2:4]=[C:3]1[C:4]2([CH2:4][CH2:3][CH2:2][CH2:1]2)[CH:3]2[CH2:1][CH:2]1[CH2:1][CH2:2]2.